This data is from Blood-brain barrier permeability classification from the B3DB database. The task is: Regression/Classification. Given a drug SMILES string, predict its absorption, distribution, metabolism, or excretion properties. Task type varies by dataset: regression for continuous measurements (e.g., permeability, clearance, half-life) or binary classification for categorical outcomes (e.g., BBB penetration, CYP inhibition). Dataset: b3db_classification. The compound is CC(=O)OC1(C(C)=O)CCC2C3C=C(Cl)C4=CC(=O)C5CC5C4(C)C3CCC21C. The result is 0 (does not penetrate BBB).